This data is from Full USPTO retrosynthesis dataset with 1.9M reactions from patents (1976-2016). The task is: Predict the reactants needed to synthesize the given product. (1) Given the product [NH2:1][CH:2]1[C:8]2([CH2:9][CH2:10][O:11][CH2:12][CH2:13]2)[O:7][C:6]2[C:14]([F:19])=[CH:15][CH:16]=[CH:17][C:5]=2[NH:4][C:3]1=[O:20], predict the reactants needed to synthesize it. The reactants are: [NH2:1][CH:2]1[C:8]2([CH2:13][CH2:12][O:11][CH2:10][CH2:9]2)[O:7][C:6]2[C:14]([F:19])=[C:15](F)[CH:16]=[CH:17][C:5]=2[NH:4][C:3]1=[O:20].FC1C(F)=CC=CC=1[N+]([O-])=O. (2) Given the product [CH2:2]([O:9][C:10]1[CH:18]=[CH:17][C:13]([C:14]2[NH:16][CH:27]=[C:28]([C:30]3[N:31]([CH:35]([CH3:37])[CH3:36])[N:32]=[CH:33][N:34]=3)[N:15]=2)=[C:12]([F:19])[CH:11]=1)[C:3]1[CH:4]=[CH:5][CH:6]=[CH:7][CH:8]=1, predict the reactants needed to synthesize it. The reactants are: Cl.[CH2:2]([O:9][C:10]1[CH:18]=[CH:17][C:13]([C:14]([NH2:16])=[NH:15])=[C:12]([F:19])[CH:11]=1)[C:3]1[CH:8]=[CH:7][CH:6]=[CH:5][CH:4]=1.C(=O)([O-])O.[K+].O.Cl[CH2:27][C:28]([C:30]1[N:31]([CH:35]([CH3:37])[CH3:36])[N:32]=[CH:33][N:34]=1)=O. (3) Given the product [I:1][C:2]1[CH:3]=[C:4]([CH3:9])[C:5](=[O:8])[N:6]([CH3:10])[CH:7]=1, predict the reactants needed to synthesize it. The reactants are: [I:1][C:2]1[CH:3]=[C:4]([CH3:9])[C:5]([OH:8])=[N:6][CH:7]=1.[C:10]([O-])([O-])=O.[K+].[K+].CI.